Dataset: Forward reaction prediction with 1.9M reactions from USPTO patents (1976-2016). Task: Predict the product of the given reaction. (1) Given the reactants Cl[C:2]1[N:3]=[CH:4][C:5]2[N:10]=[C:9]([NH:11][CH2:12][C:13]([O:15][CH3:16])=[O:14])[S:8][C:6]=2[N:7]=1.C([Sn](CCCC)(CCCC)[C:22]1[N:23]=[N:24][N:25]([CH2:27][C:28]2[CH:33]=[C:32]([Cl:34])[C:31]([Cl:35])=[C:30]([Cl:36])[CH:29]=2)[CH:26]=1)CCC, predict the reaction product. The product is: [Cl:36][C:30]1[CH:29]=[C:28]([CH:33]=[C:32]([Cl:34])[C:31]=1[Cl:35])[CH2:27][N:25]1[CH:26]=[C:22]([C:2]2[N:3]=[CH:4][C:5]3[N:10]=[C:9]([NH:11][CH2:12][C:13]([O:15][CH3:16])=[O:14])[S:8][C:6]=3[N:7]=2)[N:23]=[N:24]1. (2) Given the reactants [CH2:1]([O:3][C:4]([C@H:6]1[CH2:11][CH2:10][C@@H:9]([N:12]2[C:16]3[N:17]=[CH:18][N:19]=[C:20]([NH2:21])[C:15]=3[C:14](I)=[CH:13]2)[CH2:8][CH2:7]1)=[O:5])[CH3:2].[C:23]1([C:29]2[CH:38]=[CH:37][C:36]3[C:31](=[CH:32][C:33](B4OC(C)(C)C(C)(C)O4)=[CH:34][CH:35]=3)[N:30]=2)[CH:28]=[CH:27][CH:26]=[CH:25][CH:24]=1.C([O-])([O-])=O.[Na+].[Na+].N#N, predict the reaction product. The product is: [CH2:1]([O:3][C:4]([C@H:6]1[CH2:11][CH2:10][C@@H:9]([N:12]2[C:16]3[N:17]=[CH:18][N:19]=[C:20]([NH2:21])[C:15]=3[C:14]([C:33]3[CH:32]=[C:31]4[C:36]([CH:37]=[CH:38][C:29]([C:23]5[CH:28]=[CH:27][CH:26]=[CH:25][CH:24]=5)=[N:30]4)=[CH:35][CH:34]=3)=[CH:13]2)[CH2:8][CH2:7]1)=[O:5])[CH3:2]. (3) The product is: [ClH:29].[NH2:1][C:2]1[N:6]([CH3:7])[C:5](=[O:8])[C:4]([C:19]2[CH:20]=[C:21]([NH:25][C:26](=[O:28])[CH3:27])[CH:22]=[CH:23][CH:24]=2)([C:9]2[CH:14]=[CH:13][C:12]([O:15][CH:16]([F:17])[F:18])=[CH:11][CH:10]=2)[N:3]=1. Given the reactants [NH2:1][C:2]1[N:6]([CH3:7])[C:5](=[O:8])[C:4]([C:19]2[CH:24]=[CH:23][CH:22]=[C:21]([NH2:25])[CH:20]=2)([C:9]2[CH:14]=[CH:13][C:12]([O:15][CH:16]([F:18])[F:17])=[CH:11][CH:10]=2)[N:3]=1.[C:26]([Cl:29])(=[O:28])[CH3:27].CCN(CC)CC, predict the reaction product. (4) Given the reactants [CH3:1][N:2]1[CH2:30][CH2:29][C:5]2[N:6]([CH2:14][C:15]([C:23]3[CH:28]=[CH:27][CH:26]=[CH:25][CH:24]=3)([C:17]3[CH:22]=[CH:21][CH:20]=[CH:19][CH:18]=3)O)[C:7]3[CH:8]=[CH:9][C:10]([CH3:13])=[CH:11][C:12]=3[C:4]=2[CH2:3]1.S(Cl)(Cl)=O.[OH-].[Na+], predict the reaction product. The product is: [C:23]1([C:15]([C:17]2[CH:22]=[CH:21][CH:20]=[CH:19][CH:18]=2)=[CH:14][N:6]2[C:7]3[CH:8]=[CH:9][C:10]([CH3:13])=[CH:11][C:12]=3[C:4]3[CH2:3][N:2]([CH3:1])[CH2:30][CH2:29][C:5]2=3)[CH:24]=[CH:25][CH:26]=[CH:27][CH:28]=1. (5) The product is: [C:29]([O:1][CH2:2][C:3]1[CH:8]=[C:7]([O:9][CH3:10])[CH:6]=[C:5]([N:11]2[N:15]=[C:14]3[CH:16]=[CH:17][C:18]([CH3:20])=[CH:19][C:13]3=[N:12]2)[C:4]=1[OH:21])(=[O:33])[C:30]([CH3:32])=[CH2:31]. Given the reactants [OH:1][CH2:2][C:3]1[CH:8]=[C:7]([O:9][CH3:10])[CH:6]=[C:5]([N:11]2[N:15]=[C:14]3[CH:16]=[CH:17][C:18]([CH3:20])=[CH:19][C:13]3=[N:12]2)[C:4]=1[OH:21].C(N(CC)CC)C.[C:29](Cl)(=[O:33])[C:30]([CH3:32])=[CH2:31], predict the reaction product. (6) Given the reactants C(OC([N:8]1[CH2:13][CH2:12][CH:11]([CH:14]([C:24]2[CH:29]=[CH:28][C:27]([C:30]#[N:31])=[CH:26][CH:25]=2)[O:15][C:16]2[CH:21]=[CH:20][CH:19]=[C:18]([C:22]#[N:23])[N:17]=2)[CH2:10][CH2:9]1)=O)(C)(C)C.O=[C:33]([CH3:47])[CH2:34][CH2:35][N:36]1C(=O)C2C(=CC=CC=2)C1=O, predict the reaction product. The product is: [NH2:36][CH2:35][CH2:34][CH:33]([N:8]1[CH2:9][CH2:10][CH:11]([CH:14]([C:24]2[CH:25]=[CH:26][C:27]([C:30]#[N:31])=[CH:28][CH:29]=2)[O:15][C:16]2[N:17]=[C:18]([C:22]#[N:23])[CH:19]=[CH:20][CH:21]=2)[CH2:12][CH2:13]1)[CH3:47].